Dataset: Full USPTO retrosynthesis dataset with 1.9M reactions from patents (1976-2016). Task: Predict the reactants needed to synthesize the given product. (1) The reactants are: [OH:1][CH:2]1[CH2:6][O:5][C:4](=[O:7])[CH2:3]1.[O:8]1[CH:13]=[CH:12][CH2:11][CH2:10][CH2:9]1.CC1C=CC(S([O-])(=O)=O)=CC=1.C1C=C[NH+]=CC=1. Given the product [O:8]1[CH2:13][CH2:12][CH2:11][CH2:10][CH:9]1[O:1][CH:2]1[CH2:6][O:5][C:4](=[O:7])[CH2:3]1, predict the reactants needed to synthesize it. (2) Given the product [F:1][C:2]1[CH:28]=[CH:27][C:26]([F:29])=[CH:25][C:3]=1[CH2:4][N:5]1[C:10](=[O:11])[CH2:9][NH:8][C:7]2[N:12]=[CH:13][C:14]([C:16]3[CH:24]=[CH:23][C:19]([C:20]([N:34]4[CH2:35][CH2:36][N:31]([CH3:30])[CH2:32][CH2:33]4)=[O:22])=[CH:18][CH:17]=3)=[CH:15][C:6]1=2, predict the reactants needed to synthesize it. The reactants are: [F:1][C:2]1[CH:28]=[CH:27][C:26]([F:29])=[CH:25][C:3]=1[CH2:4][N:5]1[C:10](=[O:11])[CH2:9][NH:8][C:7]2[N:12]=[CH:13][C:14]([C:16]3[CH:24]=[CH:23][C:19]([C:20]([OH:22])=O)=[CH:18][CH:17]=3)=[CH:15][C:6]1=2.[CH3:30][N:31]1[CH2:36][CH2:35][NH:34][CH2:33][CH2:32]1. (3) Given the product [Si:55]([O:34][C@@H:24]1[C@H:23]([CH2:35]/[CH:36]=[CH:37]\[CH2:38][CH2:39][CH2:40][C:41]([O:43][CH3:44])=[O:42])[C@@H:22](/[CH:21]=[CH:20]/[C:19]([O:18][Si:1]([C:14]([CH3:16])([CH3:15])[CH3:17])([C:8]2[CH:13]=[CH:12][CH:11]=[CH:10][CH:9]=2)[C:2]2[CH:7]=[CH:6][CH:5]=[CH:4][CH:3]=2)([CH3:50])[CH2:45][CH2:46][CH2:47][CH2:48][CH3:49])[C@H:26]([O:27][CH:28]2[CH2:33][CH2:32][CH2:31][CH2:30][O:29]2)[CH2:25]1)([C:52]([CH3:54])([CH3:53])[CH3:51])([C:62]1[CH:63]=[CH:64][CH:65]=[CH:66][CH:67]=1)[C:56]1[CH:61]=[CH:60][CH:59]=[CH:58][CH:57]=1, predict the reactants needed to synthesize it. The reactants are: [Si:1]([O:18][C:19]([CH3:50])([CH2:45][CH2:46][CH2:47][CH2:48][CH3:49])/[CH:20]=[CH:21]/[C@H:22]1[C@H:26]([O:27][CH:28]2[CH2:33][CH2:32][CH2:31][CH2:30][O:29]2)[CH2:25][C@H:24]([OH:34])[C@@H:23]1[CH2:35]/[CH:36]=[CH:37]\[CH2:38][CH2:39][CH2:40][C:41]([O:43][CH3:44])=[O:42])([C:14]([CH3:17])([CH3:16])[CH3:15])([C:8]1[CH:13]=[CH:12][CH:11]=[CH:10][CH:9]=1)[C:2]1[CH:7]=[CH:6][CH:5]=[CH:4][CH:3]=1.[CH3:51][C:52]([Si:55](Cl)([C:62]1[CH:67]=[CH:66][CH:65]=[CH:64][CH:63]=1)[C:56]1[CH:61]=[CH:60][CH:59]=[CH:58][CH:57]=1)([CH3:54])[CH3:53]. (4) The reactants are: [Cl:1][C:2]1[CH:17]=[CH:16][C:5]([CH2:6][N:7]2[CH2:12][CH2:11][C:10](=[N:13]O)[CH:9]([CH3:15])[CH2:8]2)=[CH:4][CH:3]=1.CCOCC.[H-].[H-].[H-].[H-].[Li+].[Al+3].C1COCC1. Given the product [Cl:1][C:2]1[CH:3]=[CH:4][C:5]([CH2:6][N:7]2[CH2:12][CH2:11][C@@H:10]([NH2:13])[C@@H:9]([CH3:15])[CH2:8]2)=[CH:16][CH:17]=1, predict the reactants needed to synthesize it. (5) Given the product [CH:26]([N:22]1[C:21]([C:15]2[N:14]=[C:13]3[C:12]4[CH:29]=[N:30][C:9]([O:8][CH:4]([CH:5]([CH3:7])[CH3:6])[C:3]([NH2:36])=[O:2])=[CH:10][C:11]=4[O:20][CH2:19][CH2:18][N:17]3[CH:16]=2)=[N:25][CH:24]=[N:23]1)([CH3:28])[CH3:27], predict the reactants needed to synthesize it. The reactants are: C[O:2][C:3](=O)[CH:4]([O:8][C:9]1[N:30]=[CH:29][C:12]2[C:13]3[N:17]([CH2:18][CH2:19][O:20][C:11]=2[CH:10]=1)[CH:16]=[C:15]([C:21]1[N:22]([CH:26]([CH3:28])[CH3:27])[N:23]=[CH:24][N:25]=1)[N:14]=3)[CH:5]([CH3:7])[CH3:6].O.[OH-].[Li+].C[N:36](C(ON1N=NC2C=CC=NC1=2)=[N+](C)C)C.F[P-](F)(F)(F)(F)F.[Cl-].[NH4+].C(N(CC)CC)C. (6) Given the product [ClH:24].[F:23][C:20]1[CH:19]=[CH:18][C:17]([O:16][CH2:15][CH2:14][CH:11]2[CH2:10][CH2:9][NH:8][CH2:13][CH2:12]2)=[CH:22][CH:21]=1, predict the reactants needed to synthesize it. The reactants are: C(OC([N:8]1[CH2:13][CH2:12][CH:11]([CH2:14][CH2:15][O:16][C:17]2[CH:22]=[CH:21][C:20]([F:23])=[CH:19][CH:18]=2)[CH2:10][CH2:9]1)=O)(C)(C)C.[ClH:24]. (7) Given the product [C:1]([C:5]1[CH:6]=[C:7]([C:14]([F:15])([F:16])[F:17])[C:8]([O:12][CH3:13])=[C:9]([NH:11][C:38](=[O:39])[C:37]([C:30]2[C:31]3[C:36](=[CH:35][CH:34]=[CH:33][CH:32]=3)[C:27]([O:26][CH2:25][CH2:24][N:18]3[CH2:19][CH2:20][O:21][CH2:22][CH2:23]3)=[CH:28][CH:29]=2)=[O:41])[CH:10]=1)([CH3:4])([CH3:2])[CH3:3], predict the reactants needed to synthesize it. The reactants are: [C:1]([C:5]1[CH:6]=[C:7]([C:14]([F:17])([F:16])[F:15])[C:8]([O:12][CH3:13])=[C:9]([NH2:11])[CH:10]=1)([CH3:4])([CH3:3])[CH3:2].[N:18]1([CH2:24][CH2:25][O:26][C:27]2[C:36]3[C:31](=[CH:32][CH:33]=[CH:34][CH:35]=3)[C:30]([C:37](=[O:41])[C:38](Cl)=[O:39])=[CH:29][CH:28]=2)[CH2:23][CH2:22][O:21][CH2:20][CH2:19]1.CCN(C(C)C)C(C)C.